Task: Predict the product of the given reaction.. Dataset: Forward reaction prediction with 1.9M reactions from USPTO patents (1976-2016) (1) Given the reactants O[C:2]([CH:5]1[CH:10]([C:11]([OH:14])([CH3:13])[CH3:12])[CH2:9][CH:8]=[C:7]([CH3:15])[CH2:6]1)([CH3:4])[CH3:3].C1(C)C=CC(S(O)(=O)=O)=CC=1, predict the reaction product. The product is: [CH3:12][C:11]1([CH3:13])[CH:10]2[CH:5]([CH2:6][C:7]([CH3:15])=[CH:8][CH2:9]2)[C:2]([CH3:4])([CH3:3])[O:14]1. (2) Given the reactants [CH2:1]([O:3][C:4]([C:6]1[S:10][C:9]([NH2:11])=[N:8][C:7]=1[CH2:12][CH2:13][CH3:14])=[O:5])[CH3:2].[O:15]1[C:19]2[CH:20]=[CH:21][C:22]([C:24]3([C:27](O)=[O:28])[CH2:26][CH2:25]3)=[CH:23][C:18]=2[O:17][CH2:16]1.C(N(CC)CC)C.F[P-](F)(F)(F)(F)F.N1(OC(N(C)C)=[N+](C)C)C2N=CC=CC=2N=N1, predict the reaction product. The product is: [CH2:1]([O:3][C:4]([C:6]1[S:10][C:9]([NH:11][C:27]([C:24]2([C:22]3[CH:21]=[CH:20][C:19]4[O:15][CH2:16][O:17][C:18]=4[CH:23]=3)[CH2:26][CH2:25]2)=[O:28])=[N:8][C:7]=1[CH2:12][CH2:13][CH3:14])=[O:5])[CH3:2]. (3) Given the reactants [CH:1]1[CH:2]=[CH:3][C:4]2[NH:11][C:9](=[O:10])[CH:8]=[C:7]([CH2:12][CH:13]([NH:17][C:18]([C:20]3[CH:21]=[CH:22][C:23]([Cl:26])=[CH:24][CH:25]=3)=[O:19])[C:14]([OH:16])=[O:15])[C:5]=2[CH:6]=1.Br[CH2:28][CH2:29][C:30]1[O:31][C:32]([CH3:41])=[C:33]([C:35]2[CH:40]=[CH:39][CH:38]=[CH:37][CH:36]=2)[N:34]=1, predict the reaction product. The product is: [Cl:26][C:23]1[CH:24]=[CH:25][C:20]([C:18]([NH:17][CH:13]([CH2:12][C:7]2[C:5]3[C:4](=[CH:3][CH:2]=[CH:1][CH:6]=3)[NH:11][C:9](=[O:10])[CH:8]=2)[C:14]([O:16][CH2:28][CH2:29][C:30]2[O:31][C:32]([CH3:41])=[C:33]([C:35]3[CH:40]=[CH:39][CH:38]=[CH:37][CH:36]=3)[N:34]=2)=[O:15])=[O:19])=[CH:21][CH:22]=1. (4) Given the reactants [NH2:1][CH2:2][C:3]1[CH:8]=[CH:7][C:6]([C:9]2[CH2:13][C:12]([C:18]3[CH:23]=[C:22]([C:24]([F:27])([F:26])[F:25])[CH:21]=[C:20]([Br:28])[CH:19]=3)([C:14]([F:17])([F:16])[F:15])[O:11][N:10]=2)=[CH:5][C:4]=1[Cl:29].[CH3:30][S:31]([CH2:34][C:35](O)=[O:36])(=[O:33])=[O:32].Cl.CN(C)CCCN=C=NCC.C(=O)([O-])O.[Na+], predict the reaction product. The product is: [Br:28][C:20]1[CH:19]=[C:18]([C:12]2([C:14]([F:15])([F:16])[F:17])[O:11][N:10]=[C:9]([C:6]3[CH:7]=[CH:8][C:3]([CH2:2][NH:1][C:35](=[O:36])[CH2:34][S:31]([CH3:30])(=[O:33])=[O:32])=[C:4]([Cl:29])[CH:5]=3)[CH2:13]2)[CH:23]=[C:22]([C:24]([F:27])([F:26])[F:25])[CH:21]=1. (5) Given the reactants C[O:2][C:3]([C:5]12[CH2:14][CH:9]3[CH2:10][CH:11]([CH2:13][CH:7]([CH:8]3[NH:15][C:16](=[O:32])[C:17]([CH3:31])([CH3:30])[CH2:18][NH:19][S:20]([C:23]3[CH:28]=[CH:27][CH:26]=[C:25]([Cl:29])[CH:24]=3)(=[O:22])=[O:21])[CH2:6]1)[CH2:12]2)=[O:4].Cl, predict the reaction product. The product is: [Cl:29][C:25]1[CH:24]=[C:23]([S:20]([NH:19][CH2:18][C:17]([CH3:31])([CH3:30])[C:16]([NH:15][CH:8]2[CH:7]3[CH2:6][C:5]4([C:3]([OH:4])=[O:2])[CH2:12][CH:11]([CH2:10][CH:9]2[CH2:14]4)[CH2:13]3)=[O:32])(=[O:21])=[O:22])[CH:28]=[CH:27][CH:26]=1. (6) The product is: [C:3]([CH2:2][O:23][C:21](=[O:22])[C@@H:20]([NH:24][C:25]([O:27][C:28]([CH3:31])([CH3:30])[CH3:29])=[O:26])[CH2:19][CH:18]([S:32][S:33][C:34]([CH3:37])([CH3:35])[CH3:36])[CH2:17][N:14]=[N+:15]=[N-:16])#[N:4]. Given the reactants Br[CH2:2][C:3]#[N:4].C(N(CC)C(C)C)(C)C.[N:14]([CH2:17][CH:18]([S:32][S:33][C:34]([CH3:37])([CH3:36])[CH3:35])[CH2:19][C@H:20]([NH:24][C:25]([O:27][C:28]([CH3:31])([CH3:30])[CH3:29])=[O:26])[C:21]([OH:23])=[O:22])=[N+:15]=[N-:16], predict the reaction product.